Dataset: Full USPTO retrosynthesis dataset with 1.9M reactions from patents (1976-2016). Task: Predict the reactants needed to synthesize the given product. (1) Given the product [Br:1][C:2]1[C:3]2[O:10][C:12]([C:13]([C:15]3[CH:20]=[CH:19][CH:18]=[C:17]([O:21][CH3:22])[CH:16]=3)=[O:14])=[CH:5][C:4]=2[CH:7]=[CH:8][CH:9]=1, predict the reactants needed to synthesize it. The reactants are: [Br:1][C:2]1[C:3]([OH:10])=[C:4]([CH:7]=[CH:8][CH:9]=1)[CH:5]=O.Br[CH2:12][C:13]([C:15]1[CH:20]=[CH:19][CH:18]=[C:17]([O:21][CH3:22])[CH:16]=1)=[O:14]. (2) Given the product [C:15]([S:12]([C:9]1[CH:10]=[C:11]2[C:6](=[CH:7][C:8]=1[O:19][CH3:20])[N:5]=[CH:4][CH:3]=[C:2]2[NH:31][C:30]1[C:24]2[C:25](=[N:26][CH:27]=[C:22]([F:21])[CH:23]=2)[NH:28][N:29]=1)(=[O:14])=[O:13])([CH3:18])([CH3:17])[CH3:16], predict the reactants needed to synthesize it. The reactants are: Cl[C:2]1[C:11]2[C:6](=[CH:7][C:8]([O:19][CH3:20])=[C:9]([S:12]([C:15]([CH3:18])([CH3:17])[CH3:16])(=[O:14])=[O:13])[CH:10]=2)[N:5]=[CH:4][CH:3]=1.[F:21][C:22]1[CH:23]=[C:24]2[C:30]([NH2:31])=[N:29][NH:28][C:25]2=[N:26][CH:27]=1.CCO. (3) Given the product [N+:27]([C:24]1[CH:23]=[C:22]([N+:30]([O-:32])=[O:31])[CH:21]=[CH:26][C:25]=1[O:1][N:2]1[C:10](=[O:11])[C:9]2[C:4](=[CH:5][CH:6]=[CH:7][CH:8]=2)[C:3]1=[O:12])([O-:29])=[O:28], predict the reactants needed to synthesize it. The reactants are: [OH:1][N:2]1[C:10](=[O:11])[C:9]2[C:4](=[CH:5][CH:6]=[CH:7][CH:8]=2)[C:3]1=[O:12].CCN(CC)CC.Br[C:21]1[CH:26]=[CH:25][C:24]([N+:27]([O-:29])=[O:28])=[CH:23][C:22]=1[N+:30]([O-:32])=[O:31]. (4) Given the product [CH3:44][N:17]1[C:18]2[C:23](=[CH:22][CH:21]=[C:20]([S:24]([NH:27][C:28]3[S:32][N:31]=[CH:30][N:29]=3)(=[O:25])=[O:26])[CH:19]=2)[C:15]([C:1]2[C:10]3[C:5](=[CH:6][CH:7]=[CH:8][CH:9]=3)[CH:4]=[CH:3][CH:2]=2)=[CH:16]1, predict the reactants needed to synthesize it. The reactants are: [C:1]1(B(O)O)[C:10]2[C:5](=[CH:6][CH:7]=[CH:8][CH:9]=2)[CH:4]=[CH:3][CH:2]=1.Br[C:15]1[C:23]2[C:18](=[CH:19][C:20]([S:24]([N:27](CC3C=CC(OC)=CC=3OC)[C:28]3[S:32][N:31]=[CH:30][N:29]=3)(=[O:26])=[O:25])=[CH:21][CH:22]=2)[N:17]([CH3:44])[CH:16]=1. (5) Given the product [N+:1]([C:4]1[CH:5]=[CH:6][C:7]([S:10]([O:14][C@@H:15]2[CH2:19][N:18]([C:20]([O:22][C:23]([CH3:24])([CH3:25])[CH3:26])=[O:21])[C@H:17]([C:27]([O:29][CH3:30])=[O:28])[CH2:16]2)(=[O:12])=[O:11])=[CH:8][CH:9]=1)([O-:3])=[O:2], predict the reactants needed to synthesize it. The reactants are: [N+:1]([C:4]1[CH:9]=[CH:8][C:7]([S:10](Cl)(=[O:12])=[O:11])=[CH:6][CH:5]=1)([O-:3])=[O:2].[OH:14][C@@H:15]1[CH2:19][N:18]([C:20]([O:22][C:23]([CH3:26])([CH3:25])[CH3:24])=[O:21])[C@H:17]([C:27]([O:29][CH3:30])=[O:28])[CH2:16]1.N1C=CC=CC=1. (6) Given the product [CH:12]([N:8]1[CH2:7][CH2:6][C:5]2[C:10](=[CH:11][C:2]([NH:1][C:20](=[O:21])[C:19]3[CH:23]=[CH:24][C:16]([O:15][CH3:14])=[C:17]([C:25]([F:28])([F:26])[F:27])[CH:18]=3)=[CH:3][CH:4]=2)[CH2:9]1)=[O:13], predict the reactants needed to synthesize it. The reactants are: [NH2:1][C:2]1[CH:11]=[C:10]2[C:5]([CH2:6][CH2:7][N:8]([CH:12]=[O:13])[CH2:9]2)=[CH:4][CH:3]=1.[CH3:14][O:15][C:16]1[CH:24]=[CH:23][C:19]([C:20](Cl)=[O:21])=[CH:18][C:17]=1[C:25]([F:28])([F:27])[F:26]. (7) Given the product [C@@H:18]1([NH:28][CH2:1][C:3]2[CH:4]=[C:5]([CH:15]=[CH:16][CH:17]=2)[O:6][C:7]2[CH:14]=[CH:13][C:10]([C:11]#[N:12])=[CH:9][CH:8]=2)[C:27]2[C:22](=[CH:23][CH:24]=[CH:25][CH:26]=2)[CH2:21][CH2:20][CH2:19]1, predict the reactants needed to synthesize it. The reactants are: [CH:1]([C:3]1[CH:4]=[C:5]([CH:15]=[CH:16][CH:17]=1)[O:6][C:7]1[CH:14]=[CH:13][C:10]([C:11]#[N:12])=[CH:9][CH:8]=1)=O.[C@@H:18]1([NH2:28])[C:27]2[C:22](=[CH:23][CH:24]=[CH:25][CH:26]=2)[CH2:21][CH2:20][CH2:19]1.